Binary Classification. Given a miRNA mature sequence and a target amino acid sequence, predict their likelihood of interaction. From a dataset of Experimentally validated miRNA-target interactions with 360,000+ pairs, plus equal number of negative samples. The miRNA is hsa-miR-6772-5p with sequence UGGGUGUAGGCUGGAGCUGAGG. The protein sequence of the target gene is MALGGWRWARKALAAGRPLFQGRALLLTNTLGCGVLMAAGDGARQVWEVRARPGQRFSARRSASMFAVGCSMGPFLHFWYLWLDRLLPASGLRSLPSVMKKVLVDQTVASPILGVWYFLGLGSLEGQTLEESCQELRAKFWDFYKADWCVWPAAQLVNFLFIPSHFRVTYINGLTLGWDTYLSYLKYWVPEPLQTPGCAD. Result: 0 (no interaction).